The task is: Predict which catalyst facilitates the given reaction.. This data is from Catalyst prediction with 721,799 reactions and 888 catalyst types from USPTO. (1) Reactant: [CH3:1][C:2]1[C:3]2[CH:19]=[CH:18][CH:17]=[CH:16][C:4]=2[S:5][C:6]=1[C:7](=[N:9][S@@:10]([C:12]([CH3:15])([CH3:14])[CH3:13])=[O:11])[CH3:8].B1C2CCCC1CCC2. The catalyst class is: 1. Product: [CH3:1][C:2]1[C:3]2[CH:19]=[CH:18][CH:17]=[CH:16][C:4]=2[S:5][C:6]=1[CH:7]([NH:9][S@@:10]([C:12]([CH3:15])([CH3:13])[CH3:14])=[O:11])[CH3:8]. (2) Reactant: [CH2:1]([N:3]1[C:11]2[C:6](=[CH:7][CH:8]=[C:9]([O:12][CH3:13])[CH:10]=2)[C:5]([C:14]#[N:15])=[C:4]1[C:16]1[CH:17]=[CH:18][C:19]2[O:24][CH2:23][C:22](=[O:25])[NH:21][C:20]=2[CH:26]=1)[CH3:2].[H-].[Na+].[CH3:29]I. Product: [CH2:1]([N:3]1[C:11]2[C:6](=[CH:7][CH:8]=[C:9]([O:12][CH3:13])[CH:10]=2)[C:5]([C:14]#[N:15])=[C:4]1[C:16]1[CH:17]=[CH:18][C:19]2[O:24][CH2:23][C:22](=[O:25])[N:21]([CH3:29])[C:20]=2[CH:26]=1)[CH3:2]. The catalyst class is: 1. (3) Reactant: [N:1]([C:3]1[C:12]2[C:7](=[CH:8][CH:9]=[CH:10][CH:11]=2)[CH:6]=[CH:5][C:4]=1[OH:13])=O.[NH:14]1[CH2:19][CH2:18][CH2:17][CH2:16][CH2:15]1.[CH2:20]=[C:21]1[C:29]([CH3:31])([CH3:30])[C:28]2[C:23](=[CH:24][CH:25]=[CH:26][CH:27]=2)[N:22]1[CH3:32]. Product: [N:14]1([C:6]2[C:7]3[C:12](=[CH:11][CH:10]=[CH:9][CH:8]=3)[C:3]3[N:1]=[CH:20][C:21]4([C:29]([CH3:31])([CH3:30])[C:28]5[C:23](=[CH:24][CH:25]=[CH:26][CH:27]=5)[N:22]4[CH3:32])[O:13][C:4]=3[CH:5]=2)[CH2:19][CH2:18][CH2:17][CH2:16][CH2:15]1. The catalyst class is: 5. (4) Reactant: [CH:1]1([NH2:4])[CH2:3][CH2:2]1.[C:5]([O:9][C:10](N[C@@H](CCC)[C@H](O)C(O)=O)=[O:11])([CH3:8])([CH3:7])[CH3:6].[CH:22]1[CH:27]=[C:26]2N=N[N:30](O)[C:25]2=[CH:24][CH:23]=1.[OH2:32].CCN=C=NCCCN(C)C.Cl.C([O-])(O)=O.[Na+].[OH2:50]. Product: [CH:1]1([NH:4][C:24](=[O:50])[C@@:25]([NH2:30])([OH:32])[C@@H:26]([C:10]([O:9][C:5]([CH3:8])([CH3:7])[CH3:6])=[O:11])[CH2:27][CH2:22][CH3:23])[CH2:3][CH2:2]1. The catalyst class is: 56. (5) Reactant: [I:1][C:2]1[CH:7]=[CH:6][N:5]=[C:4](F)[C:3]=1[CH:9]=O.[Cl:11][C:12]1[CH:17]=[C:16]([F:18])[CH:15]=[CH:14][C:13]=1[NH:19][NH2:20]. Product: [Cl:11][C:12]1[CH:17]=[C:16]([F:18])[CH:15]=[CH:14][C:13]=1[N:19]1[C:4]2=[N:5][CH:6]=[CH:7][C:2]([I:1])=[C:3]2[CH:9]=[N:20]1. The catalyst class is: 37. (6) Reactant: [CH2:1]([OH:3])[CH3:2].[O-]CC.[Na+].[O:8]([C:15]1[CH:20]=[CH:19][C:18]([CH2:21][NH:22][C:23](=[O:32])[C:24]2[CH:29]=[CH:28][C:27](Cl)=[N:26][C:25]=2[NH2:31])=[CH:17][CH:16]=1)[C:9]1[CH:14]=[CH:13][CH:12]=[CH:11][CH:10]=1.CN1CCCC1=O. Product: [O:8]([C:15]1[CH:20]=[CH:19][C:18]([CH2:21][NH:22][C:23](=[O:32])[C:24]2[CH:29]=[CH:28][C:27]([O:3][CH2:1][CH3:2])=[N:26][C:25]=2[NH2:31])=[CH:17][CH:16]=1)[C:9]1[CH:14]=[CH:13][CH:12]=[CH:11][CH:10]=1. The catalyst class is: 6. (7) Reactant: ClCCl.CO.N.[N+:7]([C:10]1[CH:11]=[C:12]2[C:16](=[CH:17][CH:18]=1)[N:15]([CH2:19][CH2:20][N:21]1[CH2:25][CH2:24][CH2:23][CH2:22]1)[CH:14]=[CH:13]2)([O-])=O. Product: [NH2:7][C:10]1[CH:11]=[C:12]2[C:16](=[CH:17][CH:18]=1)[N:15]([CH2:19][CH2:20][N:21]1[CH2:25][CH2:24][CH2:23][CH2:22]1)[CH:14]=[CH:13]2. The catalyst class is: 1.